Dataset: Forward reaction prediction with 1.9M reactions from USPTO patents (1976-2016). Task: Predict the product of the given reaction. (1) Given the reactants C(P(C(C)(C)C)C(C)(C)C)(C)(C)C.Br[C:15]1[CH:20]=[CH:19][CH:18]=[CH:17][CH:16]=1.[F:21][C:22]1[CH:23]=[C:24]([CH:26]=[CH:27][C:28]=1[F:29])[NH2:25].CC(C)([O-])C.[Na+], predict the reaction product. The product is: [F:21][C:22]1[CH:23]=[C:24]([NH:25][C:15]2[CH:20]=[CH:19][CH:18]=[CH:17][CH:16]=2)[CH:26]=[CH:27][C:28]=1[F:29]. (2) The product is: [NH:8]1[CH2:13][CH2:12][CH:11]([CH2:14][NH:15][C:16]2[N:17]=[CH:18][N:19]=[C:20]([NH:22][C:23]3[N:24]=[CH:25][C:26]([C:29]([NH2:30])=[O:34])=[N:27][CH:28]=3)[CH:21]=2)[CH2:10][CH2:9]1. Given the reactants C(OC([N:8]1[CH2:13][CH2:12][CH:11]([CH2:14][NH:15][C:16]2[CH:21]=[C:20]([NH:22][C:23]3[CH:28]=[N:27][C:26]([C:29]#[N:30])=[CH:25][N:24]=3)[N:19]=[CH:18][N:17]=2)[CH2:10][CH2:9]1)=O)(C)(C)C.FC(F)(F)C(O)=[O:34], predict the reaction product. (3) Given the reactants [NH2:1][CH:2]([C:11]1[CH:16]=[CH:15][CH:14]=[CH:13][CH:12]=1)[C:3]1([N:8]([CH3:10])[CH3:9])[CH2:7][CH2:6][CH2:5][CH2:4]1.[CH3:17][C:18]1[O:22][N:21]=[C:20]([C:23]2[CH:28]=[CH:27][CH:26]=[CH:25][CH:24]=2)[C:19]=1[C:29](O)=[O:30], predict the reaction product. The product is: [CH3:9][N:8]([CH3:10])[C:3]1([CH:2]([C:11]2[CH:12]=[CH:13][CH:14]=[CH:15][CH:16]=2)[NH:1][C:29]([C:19]2[C:20]([C:23]3[CH:28]=[CH:27][CH:26]=[CH:25][CH:24]=3)=[N:21][O:22][C:18]=2[CH3:17])=[O:30])[CH2:7][CH2:6][CH2:5][CH2:4]1. (4) Given the reactants [C:1]1([C:21]2[CH:26]=[CH:25][CH:24]=[CH:23][CH:22]=2)[CH:6]=[CH:5][C:4]([C:7]([N:9]2[CH2:13][C:12](=[N:14][O:15][CH3:16])[CH2:11][C@H:10]2[CH2:17][C:18](O)=[O:19])=[O:8])=[CH:3][CH:2]=1.C1N=CN(C(N2C=NC=C2)=O)C=1.O[N:40]=[C:41]([NH2:45])[CH2:42][CH2:43][OH:44].N1C=CC=CC=1, predict the reaction product. The product is: [CH3:16][O:15][N:14]=[C:12]1[CH2:11][C@@H:10]([CH2:17][C:18]2[O:19][N:45]=[C:41]([CH2:42][CH2:43][OH:44])[N:40]=2)[N:9]([C:7]([C:4]2[CH:5]=[CH:6][C:1]([C:21]3[CH:22]=[CH:23][CH:24]=[CH:25][CH:26]=3)=[CH:2][CH:3]=2)=[O:8])[CH2:13]1. (5) Given the reactants [C:1]([C:3]1[CH:37]=[CH:36][C:6]([CH:7]=[N:8][C:9]2[CH:32]=[CH:31][C:12]3[C:13]([CH2:16][CH2:17][CH:18]4[CH2:23][CH2:22][N:21]([C:24]([O:26][C:27]([CH3:30])([CH3:29])[CH3:28])=[O:25])[CH2:20][CH2:19]4)=[N:14][O:15][C:11]=3[C:10]=2/[CH:33]=[CH:34]/[CH3:35])=[CH:5][CH:4]=1)#[N:2].C(C1C=CC(C=NC2C=CC3C(CCC4CCN(C(OC(C)(C)C)=O)CC4)=NOC=3C=2/C=C\C)=CC=1)#N.[BH4-].[Na+].C(=O)(O)[O-].[Na+], predict the reaction product. The product is: [C:1]([C:3]1[CH:4]=[CH:5][C:6]([CH2:7][NH:8][C:9]2[CH:32]=[CH:31][C:12]3[C:13]([CH2:16][CH2:17][CH:18]4[CH2:19][CH2:20][N:21]([C:24]([O:26][C:27]([CH3:28])([CH3:29])[CH3:30])=[O:25])[CH2:22][CH2:23]4)=[N:14][O:15][C:11]=3[C:10]=2/[CH:33]=[CH:34]/[CH3:35])=[CH:36][CH:37]=1)#[N:2]. (6) Given the reactants [CH2:1]([O:8][C@H:9]1[C@H:14]([O:15][CH2:16][C:17]2[CH:22]=[CH:21][CH:20]=[CH:19][CH:18]=2)[C@H:13]([O:23][CH2:24][C:25]2[CH:30]=[CH:29][CH:28]=[CH:27][CH:26]=2)[C@H:12]([CH2:31][O:32][CH2:33][C:34]2[CH:39]=[CH:38][CH:37]=[CH:36][CH:35]=2)[O:11][C@@H:10]1[CH2:40]C([O-])=O)[C:2]1[CH:7]=[CH:6][CH:5]=[CH:4][CH:3]=1.B(F)(F)F.CCOCC.C(#[N:55])C, predict the reaction product. The product is: [CH2:1]([O:8][C@@H:9]1[C@@H:14]([O:15][CH2:16][C:17]2[CH:22]=[CH:21][CH:20]=[CH:19][CH:18]=2)[C@H:13]([O:23][CH2:24][C:25]2[CH:30]=[CH:29][CH:28]=[CH:27][CH:26]=2)[C@H:12]([CH2:31][O:32][CH2:33][C:34]2[CH:39]=[CH:38][CH:37]=[CH:36][CH:35]=2)[O:11][C@@H:10]1[C:40]#[N:55])[C:2]1[CH:7]=[CH:6][CH:5]=[CH:4][CH:3]=1. (7) Given the reactants C(=O)([O-])[O-].[Na+].[Na+].OC1C=C(O)C=C(O)C=1.[C:16]([O:19][CH:20]=[CH2:21])(=O)[CH3:17].OC1C=C(OC=C)C=C(O)C=1.OC1[CH:39]=[C:38]([O:40][CH:41]=[CH2:42])[CH:37]=[C:36]([O:43][CH:44]=[CH2:45])C=1, predict the reaction product. The product is: [CH:20]([O:19][C:16]1[CH:17]=[C:36]([O:43][CH:44]=[CH2:45])[CH:37]=[C:38]([O:40][CH:41]=[CH2:42])[CH:39]=1)=[CH2:21].